From a dataset of Catalyst prediction with 721,799 reactions and 888 catalyst types from USPTO. Predict which catalyst facilitates the given reaction. (1) Reactant: Cl[C:2]1[C:11]2[C:6](=[N:7][CH:8]=[CH:9][CH:10]=2)[N:5]=[C:4]([C:12]2[CH:17]=[C:16]([Cl:18])[CH:15]=[CH:14][C:13]=2[F:19])[CH:3]=1.[CH:20]1[C:29]2[C:24](=[CH:25][CH:26]=[CH:27][CH:28]=2)[C:23](B(O)O)=[CH:22][N:21]=1.C(=O)([O-])[O-].[Na+].[Na+].O1CCOCC1. Product: [Cl:18][C:16]1[CH:15]=[CH:14][C:13]([F:19])=[C:12]([C:4]2[CH:3]=[C:2]([C:23]3[C:24]4[C:29](=[CH:28][CH:27]=[CH:26][CH:25]=4)[CH:20]=[N:21][CH:22]=3)[C:11]3[C:6](=[N:7][CH:8]=[CH:9][CH:10]=3)[N:5]=2)[CH:17]=1. The catalyst class is: 6. (2) Reactant: [NH2:1][C:2]1[N:6]2[N:7]=[C:8]([NH:11][C@H:12]3[CH2:17][CH2:16][C@H:15]([OH:18])[CH2:14][CH2:13]3)[CH:9]=[CH:10][C:5]2=[N:4][CH:3]=1.C/C(/O[Si](C)(C)C)=N\[Si](C)(C)C.Cl.[C:32](Cl)(=[O:39])[C:33]1[CH:38]=[CH:37][N:36]=[CH:35][CH:34]=1.O. Product: [OH:18][C@H:15]1[CH2:16][CH2:17][C@H:12]([NH:11][C:8]2[CH:9]=[CH:10][C:5]3[N:6]([C:2]([NH:1][C:32](=[O:39])[C:33]4[CH:38]=[CH:37][N:36]=[CH:35][CH:34]=4)=[CH:3][N:4]=3)[N:7]=2)[CH2:13][CH2:14]1. The catalyst class is: 17. (3) Reactant: [Cl:1][C:2]1[CH:7]=[CH:6][C:5]([N:8]=[C:9]=[O:10])=[CH:4][C:3]=1[C:11]([F:14])([F:13])[F:12].O1CCCC1.[CH3:20][C:21]1[CH:27]=[CH:26][C:24]([NH2:25])=[CH:23][C:22]=1[N+:28]([O-:30])=[O:29]. Product: [Cl:1][C:2]1[CH:7]=[CH:6][C:5]([NH:8][C:9]([NH:25][C:24]2[CH:26]=[CH:27][C:21]([CH3:20])=[C:22]([N+:28]([O-:30])=[O:29])[CH:23]=2)=[O:10])=[CH:4][C:3]=1[C:11]([F:12])([F:13])[F:14]. The catalyst class is: 13. (4) Reactant: [NH2:1][C:2]1[C:3]([C:12]2[CH:21]=[CH:20][C:15]([C:16]([O:18]C)=[O:17])=[C:14]([F:22])[CH:13]=2)=[N:4][C:5]([CH:8]2[CH2:11][O:10][CH2:9]2)=[CH:6][N:7]=1.[Li+].[OH-]. Product: [NH2:1][C:2]1[C:3]([C:12]2[CH:21]=[CH:20][C:15]([C:16]([OH:18])=[O:17])=[C:14]([F:22])[CH:13]=2)=[N:4][C:5]([CH:8]2[CH2:11][O:10][CH2:9]2)=[CH:6][N:7]=1. The catalyst class is: 92. (5) Reactant: [NH2:1][C:2]1[CH:3]=[C:4]([CH:20]=[CH:21][CH:22]=1)[CH2:5][S:6][CH2:7][CH2:8][NH:9][C:10](=[O:19])[C:11]1[C:16]([Cl:17])=[CH:15][CH:14]=[CH:13][C:12]=1[Cl:18].CCN(CC)CC.[CH:30]1([C:33](Cl)=[O:34])[CH2:32][CH2:31]1. Product: [Cl:18][C:12]1[CH:13]=[CH:14][CH:15]=[C:16]([Cl:17])[C:11]=1[C:10]([NH:9][CH2:8][CH2:7][S:6][CH2:5][C:4]1[CH:20]=[CH:21][CH:22]=[C:2]([NH:1][C:33]([CH:30]2[CH2:32][CH2:31]2)=[O:34])[CH:3]=1)=[O:19]. The catalyst class is: 2.